This data is from NCI-60 drug combinations with 297,098 pairs across 59 cell lines. The task is: Regression. Given two drug SMILES strings and cell line genomic features, predict the synergy score measuring deviation from expected non-interaction effect. Drug 1: C1CN1C2=NC(=NC(=N2)N3CC3)N4CC4. Drug 2: CN(C)N=NC1=C(NC=N1)C(=O)N. Cell line: CCRF-CEM. Synergy scores: CSS=65.9, Synergy_ZIP=-1.22, Synergy_Bliss=-1.99, Synergy_Loewe=-6.45, Synergy_HSA=-0.935.